Dataset: Reaction yield outcomes from USPTO patents with 853,638 reactions. Task: Predict the reaction yield, written as a fraction of the theoretical maximum amount of product (1.0 means a 100% yield; for example, 0.34 means a 34% yield). (1) The reactants are Cl[C:2]1[N:7]([CH2:8][CH2:9][CH2:10][O:11][CH3:12])[C:6](=[O:13])[CH:5]=[C:4]([Cl:14])[N:3]=1.[C:15]([O:19][C:20](=[O:28])[NH:21][CH:22]1[CH2:27][CH2:26][NH:25][CH2:24][CH2:23]1)([CH3:18])([CH3:17])[CH3:16].CCN(C(C)C)C(C)C. The catalyst is CN(C=O)C. The product is [C:15]([O:19][C:20](=[O:28])[NH:21][CH:22]1[CH2:27][CH2:26][N:25]([C:2]2[N:7]([CH2:8][CH2:9][CH2:10][O:11][CH3:12])[C:6](=[O:13])[CH:5]=[C:4]([Cl:14])[N:3]=2)[CH2:24][CH2:23]1)([CH3:18])([CH3:16])[CH3:17]. The yield is 0.750. (2) The reactants are Cl[C:2]1[CH:7]=[CH:6][N:5]=[C:4]2[CH:8]=[C:9]([C:11]3[S:12][CH:13]=[CH:14][N:15]=3)[S:10][C:3]=12.[F:16][C:17]1[CH:22]=[C:21]([N+:23]([O-:25])=[O:24])[CH:20]=[CH:19][C:18]=1[OH:26].C(=O)([O-])[O-].[K+].[K+]. The catalyst is O(C1C=CC=CC=1)C1C=CC=CC=1.CCOC(C)=O. The product is [F:16][C:17]1[CH:22]=[C:21]([N+:23]([O-:25])=[O:24])[CH:20]=[CH:19][C:18]=1[O:26][C:2]1[CH:7]=[CH:6][N:5]=[C:4]2[CH:8]=[C:9]([C:11]3[S:12][CH:13]=[CH:14][N:15]=3)[S:10][C:3]=12. The yield is 0.660. (3) The reactants are Cl.C(OC(=O)[N:8]([CH2:12][C:13]1[CH:18]=[C:17]([CH2:19][C:20](=[O:25])[NH:21][CH:22]2[CH2:24][CH2:23]2)[CH:16]=[CH:15][C:14]=1[Cl:26])[CH:9]1[CH2:11][CH2:10]1)(C)(C)C.[OH-].[Na+]. The catalyst is C(Cl)Cl. The product is [Cl:26][C:14]1[CH:15]=[CH:16][C:17]([CH2:19][C:20]([NH:21][CH:22]2[CH2:24][CH2:23]2)=[O:25])=[CH:18][C:13]=1[CH2:12][NH:8][CH:9]1[CH2:11][CH2:10]1. The yield is 0.910. (4) The reactants are [Br:1][C:2]1[CH:10]=[CH:9][C:5]([C:6]([OH:8])=[O:7])=[C:4]([CH3:11])[CH:3]=1.[CH3:12]O. No catalyst specified. The product is [Br:1][C:2]1[CH:10]=[CH:9][C:5]([C:6]([O:8][CH3:12])=[O:7])=[C:4]([CH3:11])[CH:3]=1. The yield is 0.970. (5) The reactants are [F:1][C:2]1[CH:7]=[CH:6][C:5]([F:8])=[CH:4][C:3]=1[CH2:9][C:10]([N:12]1[CH2:17][CH2:16][NH:15][C:14]2[N:18]=[CH:19][C:20](I)=[CH:21][C:13]1=2)=[O:11].[CH3:23][N:24]1[CH2:29][CH2:28][N:27]([C:30]2[CH:35]=[CH:34][C:33](B3OC(C)(C)C(C)(C)O3)=[CH:32][N:31]=2)[CH2:26][CH2:25]1. No catalyst specified. The product is [F:1][C:2]1[CH:7]=[CH:6][C:5]([F:8])=[CH:4][C:3]=1[CH2:9][C:10]([N:12]1[CH2:17][CH2:16][NH:15][C:14]2[N:18]=[CH:19][C:20]([C:34]3[CH:33]=[CH:32][N:31]=[C:30]([N:27]4[CH2:26][CH2:25][N:24]([CH3:23])[CH2:29][CH2:28]4)[CH:35]=3)=[CH:21][C:13]1=2)=[O:11]. The yield is 0.150. (6) The reactants are C(OC([N:8]1[CH2:14][CH2:13][CH2:12][N:11]([CH2:15][C:16]2[C:24]3[O:23][CH:22]=[CH:21][C:20]=3[CH:19]=[C:18]([NH2:25])[CH:17]=2)[CH2:10][CH2:9]1)=O)(C)(C)C.[S:26]1[CH:30]=[CH:29][CH:28]=[C:27]1[S:31]([Cl:34])(=[O:33])=[O:32]. No catalyst specified. The product is [ClH:34].[ClH:34].[N:11]1([CH2:15][C:16]2[C:24]3[O:23][CH:22]=[CH:21][C:20]=3[CH:19]=[C:18]([NH:25][S:31]([C:27]3[S:26][CH:30]=[CH:29][CH:28]=3)(=[O:33])=[O:32])[CH:17]=2)[CH2:12][CH2:13][CH2:14][NH:8][CH2:9][CH2:10]1. The yield is 0.220. (7) The product is [C:23]([C:19]1[CH:18]([C:26]2[CH:27]=[C:28]([F:34])[C:29]([F:33])=[C:30]([F:32])[CH:31]=2)[N:17]([C:2]([O:4][C:5]2[CH:10]=[CH:9][C:8]([N+:11]([O-:13])=[O:12])=[CH:7][CH:6]=2)=[O:3])[C:16]([O:15][CH3:14])=[N:21][C:20]=1[CH3:22])(=[O:25])[CH3:24]. The catalyst is C(Cl)Cl. The yield is 0.920. The reactants are Cl[C:2]([O:4][C:5]1[CH:10]=[CH:9][C:8]([N+:11]([O-:13])=[O:12])=[CH:7][CH:6]=1)=[O:3].[CH3:14][O:15][C:16]1[NH:17][CH:18]([C:26]2[CH:31]=[C:30]([F:32])[C:29]([F:33])=[C:28]([F:34])[CH:27]=2)[C:19]([C:23](=[O:25])[CH3:24])=[C:20]([CH3:22])[N:21]=1.N1C=CC=CC=1.